The task is: Predict the reaction yield, written as a fraction of the theoretical maximum amount of product (1.0 means a 100% yield; for example, 0.34 means a 34% yield).. This data is from Reaction yield outcomes from USPTO patents with 853,638 reactions. The reactants are C(N(CC)C(C)C)(C)C.Cl.[F:11][CH2:12][CH2:13][NH2:14].[Cl:15][C:16]1[CH:17]=[C:18]([CH:21]=[CH:22][C:23]=1F)[C:19]#[N:20]. The catalyst is CS(C)=O.O. The yield is 0.410. The product is [Cl:15][C:16]1[CH:17]=[C:18]([CH:21]=[CH:22][C:23]=1[NH:14][CH2:13][CH2:12][F:11])[C:19]#[N:20].